This data is from Full USPTO retrosynthesis dataset with 1.9M reactions from patents (1976-2016). The task is: Predict the reactants needed to synthesize the given product. (1) Given the product [CH3:8][S:9]([O:25][CH:22]1[CH2:23][CH2:24][N:20]([CH2:19][C:18]2[CH:17]=[CH:16][C:15]([CH:14]([F:13])[F:29])=[CH:28][CH:27]=2)[C:21]1=[O:26])(=[O:11])=[O:10], predict the reactants needed to synthesize it. The reactants are: C(N(CC)CC)C.[CH3:8][S:9](Cl)(=[O:11])=[O:10].[F:13][CH:14]([F:29])[C:15]1[CH:28]=[CH:27][C:18]([CH2:19][N:20]2[CH2:24][CH2:23][C@H:22]([OH:25])[C:21]2=[O:26])=[CH:17][CH:16]=1. (2) Given the product [C:45]([O:44][C@@H:38]([C:29]1[C:28]([CH3:49])=[CH:27][C:25]2[N:26]=[C:22]([C:2]3[CH:3]=[CH:4][C:5]([CH3:18])=[C:6]([C:8]4[CH:9]=[C:10]5[C:14](=[CH:15][CH:16]=4)[N:13]([CH3:17])[N:12]=[CH:11]5)[N:7]=3)[S:23][C:24]=2[C:30]=1[C:31]1[CH:32]=[CH:33][C:34]([Cl:37])=[CH:35][CH:36]=1)[C:39]([O:41][CH2:42][CH3:43])=[O:40])([CH3:46])([CH3:47])[CH3:48], predict the reactants needed to synthesize it. The reactants are: Cl[C:2]1[N:7]=[C:6]([C:8]2[CH:9]=[C:10]3[C:14](=[CH:15][CH:16]=2)[N:13]([CH3:17])[N:12]=[CH:11]3)[C:5]([CH3:18])=[CH:4][CH:3]=1.[Li+].[Cl-].Br[C:22]1[S:23][C:24]2[C:30]([C:31]3[CH:36]=[CH:35][C:34]([Cl:37])=[CH:33][CH:32]=3)=[C:29]([C@H:38]([O:44][C:45]([CH3:48])([CH3:47])[CH3:46])[C:39]([O:41][CH2:42][CH3:43])=[O:40])[C:28]([CH3:49])=[CH:27][C:25]=2[N:26]=1. (3) Given the product [ClH:31].[CH3:27][N:28]([CH3:32])[CH2:29][CH2:13][NH:12][C:4]1[CH:5]=[C:6]([C:8]([F:9])([F:10])[F:11])[CH:7]=[C:2]([NH2:1])[CH:3]=1, predict the reactants needed to synthesize it. The reactants are: [NH2:1][C:2]1[CH:3]=[C:4]([NH:12][C:13](=O)OC(C)(C)C)[CH:5]=[C:6]([C:8]([F:11])([F:10])[F:9])[CH:7]=1.C(=O)([O-])[O-].[Cs+].[Cs+].Cl.[CH3:27][N:28]([CH3:32])[CH2:29]C[Cl:31].Cl.C(OCC)C. (4) Given the product [Cl:1][C:2]1[CH:7]=[CH:6][C:5]([C:8]2[C:9]([C:14]([OH:16])=[O:15])=[CH:10][CH:11]=[CH:12][CH:13]=2)=[CH:4][C:3]=1[C:19]([NH:21][CH2:22][C:23]12[CH2:32][CH:27]3[CH2:28][CH:29]([CH2:31][CH:25]([CH2:26]3)[CH2:24]1)[CH2:30]2)=[O:20], predict the reactants needed to synthesize it. The reactants are: [Cl:1][C:2]1[CH:7]=[CH:6][C:5]([C:8]2[C:9]([C:14]([O:16]CC)=[O:15])=[CH:10][CH:11]=[CH:12][CH:13]=2)=[CH:4][C:3]=1[C:19]([NH:21][CH2:22][C:23]12[CH2:32][CH:27]3[CH2:28][CH:29]([CH2:31][CH:25]([CH2:26]3)[CH2:24]1)[CH2:30]2)=[O:20].[OH-].[Na+]. (5) The reactants are: [CH3:1][Si:2]([CH3:39])([CH3:38])[CH2:3][CH2:4][O:5][CH2:6][N:7]([CH2:30][O:31][CH2:32][CH2:33][Si:34]([CH3:37])([CH3:36])[CH3:35])[C:8]1[N:13]2[N:14]=[CH:15][CH:16]=[C:12]2[N:11]=[C:10]([CH:17]2[CH2:22][CH2:21][N:20]([C:23]([O:25][C:26]([CH3:29])([CH3:28])[CH3:27])=[O:24])[CH2:19][CH2:18]2)[CH:9]=1.[I:40]N1C(=O)CCC1=O. Given the product [CH3:37][Si:34]([CH3:36])([CH3:35])[CH2:33][CH2:32][O:31][CH2:30][N:7]([CH2:6][O:5][CH2:4][CH2:3][Si:2]([CH3:1])([CH3:38])[CH3:39])[C:8]1[N:13]2[N:14]=[CH:15][C:16]([I:40])=[C:12]2[N:11]=[C:10]([CH:17]2[CH2:22][CH2:21][N:20]([C:23]([O:25][C:26]([CH3:29])([CH3:28])[CH3:27])=[O:24])[CH2:19][CH2:18]2)[CH:9]=1, predict the reactants needed to synthesize it.